From a dataset of Catalyst prediction with 721,799 reactions and 888 catalyst types from USPTO. Predict which catalyst facilitates the given reaction. (1) Reactant: [NH:1]1[C:5]2[CH2:6][O:7][CH2:8][CH2:9][C:4]=2[C:3]([C:10]([O:12][CH2:13][CH3:14])=[O:11])=[N:2]1.[H-].[Na+].[CH3:17][Si:18]([CH2:21][CH2:22][O:23][CH2:24]Cl)([CH3:20])[CH3:19]. Product: [CH3:17][Si:18]([CH3:20])([CH3:19])[CH2:21][CH2:22][O:23][CH2:24][N:1]1[C:5]2[CH2:6][O:7][CH2:8][CH2:9][C:4]=2[C:3]([C:10]([O:12][CH2:13][CH3:14])=[O:11])=[N:2]1. The catalyst class is: 1. (2) Reactant: [CH3:1][S:2][CH2:3][C:4]([NH:6][C:7]([CH3:12])([C:9]#[C:10][CH3:11])[CH3:8])=[O:5].[Cl:13]N1C(=O)CCC1=O. Product: [Cl:13][CH:3]([S:2][CH3:1])[C:4]([NH:6][C:7]([CH3:12])([C:9]#[C:10][CH3:11])[CH3:8])=[O:5]. The catalyst class is: 53. (3) Reactant: [Cl:1][C:2]1[CH:3]=[CH:4][CH:5]=[C:6]2[C:11]=1[N:10]=[C:9]([C:12]1[CH:17]=[C:16]([F:18])[CH:15]=[C:14]([F:19])[CH:13]=1)[C:8]([CH2:20][NH2:21])=[CH:7]2.Cl[C:23]1[N:31]=[CH:30][N:29]=[C:28]2[C:24]=1[NH:25][CH:26]=[N:27]2.CCN(C(C)C)C(C)C. Product: [Cl:1][C:2]1[CH:3]=[CH:4][CH:5]=[C:6]2[C:11]=1[N:10]=[C:9]([C:12]1[CH:13]=[C:14]([F:19])[CH:15]=[C:16]([F:18])[CH:17]=1)[C:8]([CH2:20][NH:21][C:23]1[N:31]=[CH:30][N:29]=[C:28]3[C:24]=1[N:25]=[CH:26][NH:27]3)=[CH:7]2. The catalyst class is: 51. (4) Reactant: [Cl:1][C:2]1[CH:3]=[C:4]([C:9]2[S:13][C:12]([C:14]([O:16]CC)=[O:15])=[CH:11][C:10]=2[C:19]2[CH:24]=[CH:23][CH:22]=[C:21]([C:25]#[N:26])[CH:20]=2)[CH:5]=[C:6]([F:8])[CH:7]=1.[OH-].[Li+].O.Cl. Product: [Cl:1][C:2]1[CH:3]=[C:4]([C:9]2[S:13][C:12]([C:14]([OH:16])=[O:15])=[CH:11][C:10]=2[C:19]2[CH:24]=[CH:23][CH:22]=[C:21]([C:25]#[N:26])[CH:20]=2)[CH:5]=[C:6]([F:8])[CH:7]=1. The catalyst class is: 7. (5) Reactant: [C:1]([C:3]([CH3:14])([CH3:13])[CH2:4][NH:5][C:6](=[O:12])[O:7][C:8]([CH3:11])([CH3:10])[CH3:9])#[N:2].[N-:15]=[N+:16]=[N-:17].[Na+].[NH4+].[Cl-]. Product: [CH3:13][C:3]([C:1]1[NH:17][N:16]=[N:15][N:2]=1)([CH3:14])[CH2:4][NH:5][C:6](=[O:12])[O:7][C:8]([CH3:9])([CH3:11])[CH3:10]. The catalyst class is: 499. (6) Reactant: [CH3:1][O:2][C:3]([CH:5]1[CH:9]([NH:10][S:11]([C:14]2[CH:19]=[CH:18][C:17]([O:20][CH2:21][C:22]3[C:31]4[C:26](=[CH:27][CH:28]=[CH:29][CH:30]=4)[N:25]=[C:24]([CH3:32])[CH:23]=3)=[CH:16][CH:15]=2)(=[O:13])=[O:12])[CH2:8][O:7][CH2:6]1)=[O:4].[C:33](=O)([O-])[O-].[K+].[K+].IC. Product: [CH3:1][O:2][C:3]([CH:5]1[CH:9]([N:10]([CH3:33])[S:11]([C:14]2[CH:19]=[CH:18][C:17]([O:20][CH2:21][C:22]3[C:31]4[C:26](=[CH:27][CH:28]=[CH:29][CH:30]=4)[N:25]=[C:24]([CH3:32])[CH:23]=3)=[CH:16][CH:15]=2)(=[O:13])=[O:12])[CH2:8][O:7][CH2:6]1)=[O:4]. The catalyst class is: 3. (7) Product: [Cl:1][C:2]1[N:7]=[C:6]([CH2:8][N:9]([CH:10]2[CH2:11][CH2:12]2)[C:13](=[O:15])[CH3:14])[CH:5]=[CH:4][N:3]=1. Reactant: [Cl:1][C:2]1[N:7]=[C:6]([CH2:8][NH:9][CH:10]2[CH2:12][CH2:11]2)[CH:5]=[CH:4][N:3]=1.[C:13](Cl)(=[O:15])[CH3:14].O. The catalyst class is: 2. (8) Reactant: [Cl:1][C:2]1[CH:18]=[CH:17][C:5]([CH2:6][N:7]2[C:12](SC)=[N:11][C:10](=[O:15])[NH:9][C:8]2=[O:16])=[CH:4][CH:3]=1.[F:19][C:20]1[CH:21]=[C:22]([CH:24]=[CH:25][C:26]=1[O:27][CH:28]([CH3:30])[CH3:29])[NH2:23].C(O)(C)(C)C.C(=O)(O)[O-].[Na+]. Product: [Cl:1][C:2]1[CH:18]=[CH:17][C:5]([CH2:6][N:7]2[C:12]([NH:23][C:22]3[CH:24]=[CH:25][C:26]([O:27][CH:28]([CH3:29])[CH3:30])=[C:20]([F:19])[CH:21]=3)=[N:11][C:10](=[O:15])[NH:9][C:8]2=[O:16])=[CH:4][CH:3]=1. The catalyst class is: 15. (9) Reactant: [NH2:1][C:2]1[CH:3]=[CH:4][C:5]([CH3:24])=[C:6]([CH:23]=1)[O:7][C:8]1[N:13]=[C:12]2[S:14][C:15]([NH:17][C:18]([CH:20]3[CH2:22][CH2:21]3)=[O:19])=[N:16][C:11]2=[CH:10][CH:9]=1.[CH:25]1[CH:26]=[CH:27][C:28]2N(O)N=N[C:29]=2[CH:30]=1.Cl.C(N=C=N[CH2:41][CH2:42][CH2:43]N(C)C)C.C(OCC)(=[O:49])C. Product: [CH3:24][C:5]1[CH:4]=[CH:3][C:2]([NH:1][C:41](=[O:49])[C:42]#[C:43][C:29]2[CH:28]=[CH:27][CH:26]=[CH:25][CH:30]=2)=[CH:23][C:6]=1[O:7][C:8]1[N:13]=[C:12]2[S:14][C:15]([NH:17][C:18]([CH:20]3[CH2:22][CH2:21]3)=[O:19])=[N:16][C:11]2=[CH:10][CH:9]=1. The catalyst class is: 35.